Dataset: Full USPTO retrosynthesis dataset with 1.9M reactions from patents (1976-2016). Task: Predict the reactants needed to synthesize the given product. Given the product [C:1]([O:7][C:8]1[CH:13]=[CH:12][C:11]([P:14]([O:25][CH2:26][CH3:27])([CH2:16][P:17]([O:22][CH2:23][CH3:24])([O:19][CH2:20][CH3:21])=[O:18])=[O:15])=[CH:10][C:9]=1[C:28]([CH3:41])([CH3:40])[CH2:29][C:30]([O:32][CH2:33][C:34]1[CH:39]=[CH:38][CH:37]=[CH:36][CH:35]=1)=[O:31])(=[O:5])[CH2:2][CH2:3][CH3:4], predict the reactants needed to synthesize it. The reactants are: [C:1](Cl)(=[O:5])[CH2:2][CH2:3][CH3:4].[OH:7][C:8]1[CH:13]=[CH:12][C:11]([P:14]([O:25][CH2:26][CH3:27])([CH2:16][P:17]([O:22][CH2:23][CH3:24])([O:19][CH2:20][CH3:21])=[O:18])=[O:15])=[CH:10][C:9]=1[C:28]([CH3:41])([CH3:40])[CH2:29][C:30]([O:32][CH2:33][C:34]1[CH:39]=[CH:38][CH:37]=[CH:36][CH:35]=1)=[O:31].CCOC(C)=O.